From a dataset of Forward reaction prediction with 1.9M reactions from USPTO patents (1976-2016). Predict the product of the given reaction. (1) Given the reactants [C:1]([C:3]1[CH:4]=[C:5]([NH:9][C:10](=[O:32])[NH:11][C:12]2[CH:17]=[CH:16][C:15]([S:18]([NH:21][C:22]3[CH:27]=[CH:26][C:25]([S:28](=[O:31])(=[O:30])[NH2:29])=[CH:24][CH:23]=3)(=[O:20])=[O:19])=[CH:14][CH:13]=2)[CH:6]=[CH:7][CH:8]=1)#[N:2].[CH3:33][N:34]1[CH2:39][CH2:38][NH:37][CH2:36][CH2:35]1.CCN(C(C)C)C(C)C, predict the reaction product. The product is: [NH:2]=[C:1]([N:37]1[CH2:38][CH2:39][N:34]([CH3:33])[CH2:35][CH2:36]1)[C:3]1[CH:4]=[C:5]([NH:9][C:10](=[O:32])[NH:11][C:12]2[CH:17]=[CH:16][C:15]([S:18]([NH:21][C:22]3[CH:27]=[CH:26][C:25]([S:28](=[O:30])(=[O:31])[NH2:29])=[CH:24][CH:23]=3)(=[O:20])=[O:19])=[CH:14][CH:13]=2)[CH:6]=[CH:7][CH:8]=1. (2) Given the reactants [Cl:1][C:2]1[N:7]=[CH:6][C:5]([OH:8])=[CH:4][CH:3]=1.O.C(=O)([O-])[O-].[Na+].[Na+].[I:16]I, predict the reaction product. The product is: [Cl:1][C:2]1[N:7]=[C:6]([I:16])[C:5]([OH:8])=[CH:4][CH:3]=1.